This data is from Forward reaction prediction with 1.9M reactions from USPTO patents (1976-2016). The task is: Predict the product of the given reaction. (1) Given the reactants C(=O)([O-])[O-].[K+].[K+].[C:7]([CH2:9][C:10]([O:12][CH3:13])=[O:11])#[N:8].F[C:15]1[CH:20]=[C:19]([F:21])[CH:18]=[CH:17][C:16]=1[N+:22]([O-:24])=[O:23].Cl, predict the reaction product. The product is: [F:21][C:19]1[CH:18]=[CH:17][C:16]([N+:22]([O-:24])=[O:23])=[C:15]([CH:9]([C:7]#[N:8])[C:10]([O:12][CH3:13])=[O:11])[CH:20]=1. (2) Given the reactants [F:1][C:2]1[CH:7]=[N:6][CH:5]=[C:4]2[NH:8][C:9]([C:11]3[N:16]=[C:15]([C:17]4[C:18]([N:37]([CH3:42])[S:38]([CH3:41])(=[O:40])=[O:39])=[CH:19][C:20]5[O:24][C:23]([C:25]6[CH:30]=[CH:29][C:28]([F:31])=[CH:27][CH:26]=6)=[C:22]([C:32]([NH:34][CH3:35])=[O:33])[C:21]=5[CH:36]=4)[CH:14]=[CH:13][C:12]=3[OH:43])=[CH:10][C:3]=12.[C:44]([O-])([O-])=O.[Cs+].[Cs+], predict the reaction product. The product is: [F:1][C:2]1[C:3]2[CH:10]=[C:9]3[C:11]4[N:16]=[C:15]([C:17]5[C:18]([N:37]([CH3:42])[S:38]([CH3:41])(=[O:39])=[O:40])=[CH:19][C:20]6[O:24][C:23]([C:25]7[CH:30]=[CH:29][C:28]([F:31])=[CH:27][CH:26]=7)=[C:22]([C:32]([NH:34][CH3:35])=[O:33])[C:21]=6[CH:36]=5)[CH:14]=[CH:13][C:12]=4[O:43][CH2:44][N:8]3[C:4]=2[CH:5]=[N:6][CH:7]=1. (3) Given the reactants [N:1]([C:4]1[CH:11]=[CH:10][C:7]([C:8]#[N:9])=[C:6]([C:12]([F:15])([F:14])[F:13])[CH:5]=1)=[C:2]=[S:3].[CH3:16][O:17][C:18](=[O:31])[C:19]1[CH:24]=[CH:23][C:22]([NH:25][C:26]([C:29]#N)([CH3:28])[CH3:27])=[CH:21][CH:20]=1.C[OH:33].Cl, predict the reaction product. The product is: [CH3:16][O:17][C:18](=[O:31])[C:19]1[CH:24]=[CH:23][C:22]([N:25]2[C:26]([CH3:27])([CH3:28])[C:29](=[O:33])[N:1]([C:4]3[CH:11]=[CH:10][C:7]([C:8]#[N:9])=[C:6]([C:12]([F:13])([F:15])[F:14])[CH:5]=3)[C:2]2=[S:3])=[CH:21][CH:20]=1. (4) Given the reactants Br[C:2]1[N:3]=[C:4]2[C:10]3[CH:11]=[CH:12][CH:13]=[CH:14][C:9]=3[NH:8][C:7]3[N:15]=[CH:16][CH:17]=[CH:18][C:6]=3[N:5]2[C:19]=1[C:20]1[CH:25]=[CH:24][C:23]([C:26]2([NH:30]C(=O)OC(C)(C)C)[CH2:29][CH2:28][CH2:27]2)=[CH:22][CH:21]=1.OB(O)[C:40]1[CH:45]=[CH:44][C:43]([CH2:46][C:47]([OH:49])=[O:48])=[CH:42][CH:41]=1.[O-]P([O-])([O-])=O.[K+].[K+].[K+].[CH3:59]N(C=O)C.O, predict the reaction product. The product is: [NH2:30][C:26]1([C:23]2[CH:22]=[CH:21][C:20]([C:19]3[N:5]4[C:6]5[CH:18]=[CH:17][CH:16]=[N:15][C:7]=5[NH:8][C:9]5[CH:14]=[CH:13][CH:12]=[CH:11][C:10]=5[C:4]4=[N:3][C:2]=3[C:40]3[CH:45]=[CH:44][C:43]([CH2:46][C:47]([O:49][CH3:59])=[O:48])=[CH:42][CH:41]=3)=[CH:25][CH:24]=2)[CH2:27][CH2:28][CH2:29]1. (5) Given the reactants Cl[C:2]1[N:11]=[CH:10][C:9]([Cl:12])=[CH:8][C:3]=1[C:4]([O:6][CH3:7])=[O:5].[F:13][C:14]1[CH:15]=[C:16](B(O)O)[CH:17]=[CH:18][CH:19]=1.C(=O)([O-])[O-].[K+].[K+], predict the reaction product. The product is: [Cl:12][C:9]1[CH:10]=[N:11][C:2]([C:18]2[CH:17]=[CH:16][CH:15]=[C:14]([F:13])[CH:19]=2)=[C:3]([CH:8]=1)[C:4]([O:6][CH3:7])=[O:5]. (6) Given the reactants C(#N)C([CH2:4][C:5]#[N:6])O.[H-].[Na+].[CH3:10][N:11]([CH3:24])[C:12]1[CH:23]=[C:16]2[C:17]([O:19][C:20](=O)[NH:21][C:15]2=[CH:14][CH:13]=1)=O.C[N:26](C)C=O, predict the reaction product. The product is: [NH2:26][C:20]1[C:4]([C:5]#[N:6])=[C:17]([OH:19])[C:16]2[C:15](=[CH:14][CH:13]=[C:12]([N:11]([CH3:10])[CH3:24])[CH:23]=2)[N:21]=1.